From a dataset of Peptide-MHC class II binding affinity with 134,281 pairs from IEDB. Regression. Given a peptide amino acid sequence and an MHC pseudo amino acid sequence, predict their binding affinity value. This is MHC class II binding data. (1) The peptide sequence is DIIFDIYFAILMMSC. The MHC is HLA-DPA10201-DPB10101 with pseudo-sequence HLA-DPA10201-DPB10101. The binding affinity (normalized) is 0.557. (2) The peptide sequence is GEVLNALAYDVPIPG. The MHC is DRB1_1001 with pseudo-sequence DRB1_1001. The binding affinity (normalized) is 0.460. (3) The binding affinity (normalized) is 0.693. The peptide sequence is DINASFRAAMATTAN. The MHC is DRB1_0901 with pseudo-sequence DRB1_0901. (4) The MHC is DRB1_0101 with pseudo-sequence DRB1_0101. The peptide sequence is MAGAGPAPMLAAAAG. The binding affinity (normalized) is 0.634. (5) The peptide sequence is QRFYLAESLVGFLFY. The MHC is DRB1_0101 with pseudo-sequence DRB1_0101. The binding affinity (normalized) is 0.813.